From a dataset of Full USPTO retrosynthesis dataset with 1.9M reactions from patents (1976-2016). Predict the reactants needed to synthesize the given product. (1) Given the product [N+:1]([C:4]1[CH:9]=[C:8]([C:10]2[CH:24]=[CH:23][CH:12]=[CH:13][CH:14]=2)[CH:7]=[CH:6][C:5]=1[NH:15][C:16](=[O:22])[O:17][C:18]([CH3:21])([CH3:20])[CH3:19])([O-:3])=[O:2], predict the reactants needed to synthesize it. The reactants are: [N+:1]([C:4]1[CH:9]=[C:8]([C:10]2S[CH:12]=[CH:13][CH:14]=2)[CH:7]=[CH:6][C:5]=1[NH:15][C:16](=[O:22])[O:17][C:18]([CH3:21])([CH3:20])[CH3:19])([O-:3])=[O:2].[C:23]1(B(O)O)C=CC=C[CH:24]=1.BrC1C=CC(NC(=O)OC(C)(C)C)=C([N+]([O-])=O)C=1.C1(C)C=CC=CC=1P(C1C=CC=CC=1C)C1C=CC=CC=1C.C(=O)([O-])[O-].[K+].[K+]. (2) Given the product [C:1]1([S:11]([N:32]2[CH2:31][CH2:30][N:29]([C:27]([O:26][C:22]([CH3:25])([CH3:24])[CH3:23])=[O:28])[CH2:34][CH2:33]2)(=[O:13])=[O:12])[C:10]2[C:5](=[CH:6][CH:7]=[CH:8][CH:9]=2)[CH:4]=[CH:3][CH:2]=1, predict the reactants needed to synthesize it. The reactants are: [C:1]1([S:11](Cl)(=[O:13])=[O:12])[C:10]2[C:5](=[CH:6][CH:7]=[CH:8][CH:9]=2)[CH:4]=[CH:3][CH:2]=1.C(N(CC)CC)C.[C:22]([O:26][C:27]([N:29]1[CH2:34][CH2:33][NH:32][CH2:31][CH2:30]1)=[O:28])([CH3:25])([CH3:24])[CH3:23]. (3) Given the product [NH2:6][C:7]1[C:8]([C:14]([NH:16][C:17]2[CH:22]=[CH:21][CH:20]=[C:19]([CH3:23])[N:18]=2)=[O:15])=[N:9][C:10]([CH3:13])=[CH:11][CH:12]=1, predict the reactants needed to synthesize it. The reactants are: C(OC(=O)[NH:6][C:7]1[C:8]([C:14]([NH:16][C:17]2[CH:22]=[CH:21][CH:20]=[C:19]([CH3:23])[N:18]=2)=[O:15])=[N:9][C:10]([CH3:13])=[CH:11][CH:12]=1)C=C.C1([SiH3])C=CC=CC=1. (4) Given the product [CH3:1][C:2]1[CH:7]=[CH:6][CH:5]=[CH:4][C:3]=1[N:8]1[CH2:13][CH2:12][N:11]([C:15]2[CH:16]=[CH:17][C:18]3[N:19]([C:21]([C:24]([F:25])([F:27])[F:26])=[N:22][N:23]=3)[N:20]=2)[CH2:10][CH2:9]1, predict the reactants needed to synthesize it. The reactants are: [CH3:1][C:2]1[CH:7]=[CH:6][CH:5]=[CH:4][C:3]=1[N:8]1[CH2:13][CH2:12][NH:11][CH2:10][CH2:9]1.Cl[C:15]1[CH:16]=[CH:17][C:18]2[N:19]([C:21]([C:24]([F:27])([F:26])[F:25])=[N:22][N:23]=2)[N:20]=1. (5) Given the product [F:1][C:2]1[C:7]([F:8])=[CH:6][CH:5]=[CH:4][C:3]=1[C:9]1[N:17]=[C:12]2[CH:13]=[N:14][N:15]([CH2:19][C:20]3[CH:25]=[N:24][C:23]([C:26]4[CH:31]=[CH:30][C:29]([O:32][CH2:33][CH2:34][CH3:35])=[CH:28][C:27]=4[C:36]([F:38])([F:39])[F:37])=[C:22]([C:40]([F:43])([F:41])[F:42])[CH:21]=3)[CH:16]=[C:11]2[N:10]=1, predict the reactants needed to synthesize it. The reactants are: [F:1][C:2]1[C:7]([F:8])=[CH:6][CH:5]=[CH:4][C:3]=1[C:9]1[N:17]=[C:12]2[CH:13]=[N:14][NH:15][CH:16]=[C:11]2[N:10]=1.Br[CH2:19][C:20]1[CH:21]=[C:22]([C:40]([F:43])([F:42])[F:41])[C:23]([C:26]2[CH:31]=[CH:30][C:29]([O:32][CH2:33][CH2:34][CH3:35])=[CH:28][C:27]=2[C:36]([F:39])([F:38])[F:37])=[N:24][CH:25]=1. (6) Given the product [NH2:20][C@H:21]1[CH2:26][CH2:25][C@H:24]([NH:27][C:2]2[C:3]([CH3:19])=[C:4]([NH:11][C:12]3[CH:13]=[C:14]([OH:18])[CH:15]=[CH:16][CH:17]=3)[C:5]3[N:6]([CH:8]=[CH:9][N:10]=3)[N:7]=2)[CH2:23][CH2:22]1, predict the reactants needed to synthesize it. The reactants are: Cl[C:2]1[C:3]([CH3:19])=[C:4]([NH:11][C:12]2[CH:13]=[C:14]([OH:18])[CH:15]=[CH:16][CH:17]=2)[C:5]2[N:6]([CH:8]=[CH:9][N:10]=2)[N:7]=1.[NH2:20][C@H:21]1[CH2:26][CH2:25][C@H:24]([NH2:27])[CH2:23][CH2:22]1. (7) The reactants are: [CH2:1]([O:3][C:4](=[O:24])[CH2:5][C@@H:6]([NH:13][C:14]1[C:19]([NH2:20])=[CH:18][N:17]=[C:16]([CH:21]2[CH2:23][CH2:22]2)[N:15]=1)[C:7]1[CH:12]=[CH:11][CH:10]=[CH:9][CH:8]=1)[CH3:2].C1N=CN([C:30](N2C=NC=C2)=[O:31])C=1. Given the product [CH2:1]([O:3][C:4](=[O:24])[CH2:5][C@@H:6]([N:13]1[C:30](=[O:31])[NH:20][C:19]2[C:14]1=[N:15][C:16]([CH:21]1[CH2:22][CH2:23]1)=[N:17][CH:18]=2)[C:7]1[CH:8]=[CH:9][CH:10]=[CH:11][CH:12]=1)[CH3:2], predict the reactants needed to synthesize it. (8) Given the product [N:26]1([NH:25][C:21]([C:18]2[CH:17]=[CH:16][C:15]([O:14][CH2:13][C:12]3[C:8]([C:5]4[CH:4]=[CH:3][C:2]([F:1])=[CH:7][N:6]=4)=[N:9][O:10][C:11]=3[CH3:24])=[CH:20][N:19]=2)=[O:23])[CH2:31][CH2:30][O:29][CH2:28][CH2:27]1, predict the reactants needed to synthesize it. The reactants are: [F:1][C:2]1[CH:3]=[CH:4][C:5]([C:8]2[C:12]([CH2:13][O:14][C:15]3[CH:16]=[CH:17][C:18]([C:21]([OH:23])=O)=[N:19][CH:20]=3)=[C:11]([CH3:24])[O:10][N:9]=2)=[N:6][CH:7]=1.[NH2:25][N:26]1[CH2:31][CH2:30][O:29][CH2:28][CH2:27]1. (9) Given the product [Cl:19][C:20]1[CH:28]=[CH:27][C:23]([C:24]([NH:1][C:2]2[CH:18]=[CH:17][CH:16]=[C:4]([O:5][C:6]3[CH:11]=[CH:10][N:9]=[C:8]4[NH:12][C:13](=[O:15])[NH:14][C:7]=34)[CH:3]=2)=[O:25])=[CH:22][CH:21]=1, predict the reactants needed to synthesize it. The reactants are: [NH2:1][C:2]1[CH:3]=[C:4]([CH:16]=[CH:17][CH:18]=1)[O:5][C:6]1[CH:11]=[CH:10][N:9]=[C:8]2[NH:12][C:13](=[O:15])[NH:14][C:7]=12.[Cl:19][C:20]1[CH:28]=[CH:27][C:23]([C:24](Cl)=[O:25])=[CH:22][CH:21]=1.